Dataset: Reaction yield outcomes from USPTO patents with 853,638 reactions. Task: Predict the reaction yield, written as a fraction of the theoretical maximum amount of product (1.0 means a 100% yield; for example, 0.34 means a 34% yield). (1) The reactants are N1C=CC=C1C1C=CC=CC=1C(O)=[O:9].C([C:18]1O[C:21]([C:23]2[CH:24]=[CH:25][C:26]([Cl:32])=[C:27]([CH:31]=2)[C:28]([OH:30])=O)=[CH:20][CH:19]=1)(=O)C.[CH3:33][S:34]([NH2:37])(=[O:36])=[O:35].[CH3:38][CH2:39][N:40]=[C:41]=NCCCN(C)C. The catalyst is ClCCl.CN(C1C=CN=CC=1)C. The product is [Cl:32][C:26]1[CH:25]=[CH:24][C:23]([C:21]2[CH:38]=[CH:39][N:40]([CH3:41])[C:20]=2[C:19](=[O:9])[CH3:18])=[CH:31][C:27]=1[C:28]([NH:37][S:34]([CH3:33])(=[O:36])=[O:35])=[O:30]. The yield is 0.330. (2) The reactants are [CH3:1][O:2][C:3]1[CH:8]=[CH:7][C:6]([N:9]=[C:10]=[S:11])=[CH:5][CH:4]=1.[NH2:12][CH:13]([C:17]#[N:18])[C:14]([NH2:16])=[O:15]. The catalyst is CCOC(C)=O. The product is [NH2:18][C:17]1[S:11][C:10]([NH:9][C:6]2[CH:5]=[CH:4][C:3]([O:2][CH3:1])=[CH:8][CH:7]=2)=[N:12][C:13]=1[C:14]([NH2:16])=[O:15]. The yield is 0.860. (3) The reactants are [Cl:1][C:2]1[N:3]([C@@H:18]2[O:32][C@H:31]([CH2:33][O:34]C(C3C(C)=CC=CC=3)=O)[C@@H:20]([O:21]C(C3C(C)=CC=CC=3)=O)[CH2:19]2)[C:4]2[C:9]([C:10]=1[C:11]1[O:12][CH:13]=[CH:14][CH:15]=1)=[CH:8][C:7]([Cl:16])=[C:6]([Cl:17])[CH:5]=2.C[O-].[Na+].CO.C(Cl)(Cl)Cl. The catalyst is CO.C(Cl)(Cl)Cl. The product is [Cl:1][C:2]1[N:3]([C@@H:18]2[O:32][C@H:31]([CH2:33][OH:34])[C@@H:20]([OH:21])[CH2:19]2)[C:4]2[C:9]([C:10]=1[C:11]1[O:12][CH:13]=[CH:14][CH:15]=1)=[CH:8][C:7]([Cl:16])=[C:6]([Cl:17])[CH:5]=2. The yield is 0.750. (4) The reactants are CN(C(ON1N=NC2C=CC=NC1=2)=[N+](C)C)C.F[P-](F)(F)(F)(F)F.[Cl:25][C:26]1[N:30]2[CH:31]=[C:32]([C:39]3[CH2:43][CH2:42][CH2:41][CH:40]=3)[CH:33]=[C:34]([C:35]([F:38])([F:37])[F:36])[C:29]2=[N:28][C:27]=1[C:44]([OH:46])=O.Cl.[NH:48]1[CH2:52][CH:51]=[C:50]([C:53]2[S:54][CH:55]=[CH:56][N:57]=2)[CH2:49]1. No catalyst specified. The product is [Cl:25][C:26]1[N:30]2[CH:31]=[C:32]([C:39]3[CH2:43][CH2:42][CH2:41][CH:40]=3)[CH:33]=[C:34]([C:35]([F:37])([F:38])[F:36])[C:29]2=[N:28][C:27]=1[C:44]([N:48]1[CH2:52][CH:51]=[C:50]([C:53]2[S:54][CH:55]=[CH:56][N:57]=2)[CH2:49]1)=[O:46]. The yield is 0.520. (5) The reactants are [Si]([O:8][C:9]1[CH:10]=[C:11]([CH:16]=[CH:17][C:18]=1[O:19][Si](C(C)(C)C)(C)C)[CH:12]=[CH:13][CH2:14][OH:15])(C(C)(C)C)(C)C.Cl. The catalyst is C(Cl)Cl.O=[Mn]=O. The product is [OH:8][C:9]1[CH:10]=[C:11]([CH:16]=[CH:17][C:18]=1[OH:19])[CH:12]=[CH:13][CH:14]=[O:15]. The yield is 0.540. (6) The reactants are [F:1][C:2]1[CH:3]=[C:4]([CH:9]([OH:19])[C:10]2[CH:11]=[CH:12][C:13]([F:18])=[C:14]([CH:17]=2)[C:15]#[N:16])[CH:5]=[C:6]([F:8])[CH:7]=1.O.C[N+]1([O-])CCOCC1. The catalyst is ClCCl.[Ru]([O-])(=O)(=O)=O.C([N+](CCC)(CCC)CCC)CC. The product is [F:1][C:2]1[CH:3]=[C:4]([CH:5]=[C:6]([F:8])[CH:7]=1)[C:9]([C:10]1[CH:11]=[CH:12][C:13]([F:18])=[C:14]([CH:17]=1)[C:15]#[N:16])=[O:19]. The yield is 0.770. (7) The reactants are [Cl:1][C:2]1[CH:3]=[CH:4][C:5]2[S:9][C:8]([S:10]([NH:13][C:14]3[CH:15]=[C:16]([CH:20]=[CH:21][CH:22]=3)[C:17]([OH:19])=[O:18])(=[O:12])=[O:11])=[C:7]([CH3:23])[C:6]=2[CH:24]=1.O[CH2:26][CH:27]1[CH2:31][CH2:30][O:29][CH2:28]1. No catalyst specified. The product is [Cl:1][C:2]1[CH:3]=[CH:4][C:5]2[S:9][C:8]([S:10]([NH:13][C:14]3[CH:15]=[C:16]([CH:20]=[CH:21][CH:22]=3)[C:17]([O:19][CH2:26][CH:27]3[CH2:31][CH2:30][O:29][CH2:28]3)=[O:18])(=[O:12])=[O:11])=[C:7]([CH3:23])[C:6]=2[CH:24]=1. The yield is 0.640. (8) The reactants are [CH:1]1([C:6]([C:8]2[CH:13]=[C:12]([CH3:14])[CH:11]=[CH:10][C:9]=2[NH:15][C:16]([NH:18][C:19]2[S:20][C:21]([CH:24]=O)=[CH:22][N:23]=2)=[O:17])=[O:7])[CH2:5][CH2:4][CH2:3][CH2:2]1.Cl.[CH3:27][O:28][C:29](=[O:32])[CH2:30][NH2:31]. No catalyst specified. The product is [CH3:27][O:28][C:29](=[O:32])[CH2:30][NH:31][CH2:24][C:21]1[S:20][C:19]([NH:18][C:16]([NH:15][C:9]2[CH:10]=[CH:11][C:12]([CH3:14])=[CH:13][C:8]=2[C:6]([CH:1]2[CH2:5][CH2:4][CH2:3][CH2:2]2)=[O:7])=[O:17])=[N:23][CH:22]=1. The yield is 0.450. (9) The reactants are [F:1][C:2]1[CH:3]=[CH:4][C:5]([O:25][CH3:26])=[C:6]([C@H:8]2[CH2:12][CH2:11][CH2:10][N:9]2[C:13]2[CH:18]=[CH:17][N:16]3[N:19]=[CH:20][C:21]([C:22]([OH:24])=O)=[C:15]3[N:14]=2)[CH:7]=1.[NH2:27][CH2:28][C@H:29]([OH:32])[CH2:30][OH:31]. The catalyst is CO.CCOC(C)=O. The product is [OH:32][C@H:29]([CH2:30][OH:31])[CH2:28][NH:27][C:22]([C:21]1[CH:20]=[N:19][N:16]2[CH:17]=[CH:18][C:13]([N:9]3[CH2:10][CH2:11][CH2:12][C@@H:8]3[C:6]3[CH:7]=[C:2]([F:1])[CH:3]=[CH:4][C:5]=3[O:25][CH3:26])=[N:14][C:15]=12)=[O:24]. The yield is 0.530.